From a dataset of Forward reaction prediction with 1.9M reactions from USPTO patents (1976-2016). Predict the product of the given reaction. (1) Given the reactants [Cl:1][C:2]1[CH:7]=[CH:6][N:5]2[N:8]=[CH:9][CH:10]=[C:4]2[N:3]=1.[Br:11]Br, predict the reaction product. The product is: [Br:11][C:10]1[CH:9]=[N:8][N:5]2[CH:6]=[CH:7][C:2]([Cl:1])=[N:3][C:4]=12. (2) Given the reactants [Cl:1][C:2]1[CH:7]=[CH:6][C:5]([O:8][CH2:9][CH:10]([CH2:13][CH3:14])[CH2:11][CH3:12])=[CH:4][C:3]=1[CH3:15].[Br:16]N1C(=O)CCC1=O.C(OOC(=O)C1C=CC=CC=1)(=O)C1C=CC=CC=1, predict the reaction product. The product is: [Br:16][CH2:15][C:3]1[CH:4]=[C:5]([O:8][CH2:9][CH:10]([CH2:13][CH3:14])[CH2:11][CH3:12])[CH:6]=[CH:7][C:2]=1[Cl:1].